Predict the reactants needed to synthesize the given product. From a dataset of Full USPTO retrosynthesis dataset with 1.9M reactions from patents (1976-2016). (1) Given the product [F:1][C:2]1[CH:10]=[CH:9][C:5]([C:6]([OH:8])=[O:7])=[C:4]([S:13]([CH3:12])(=[O:15])=[O:14])[CH:3]=1, predict the reactants needed to synthesize it. The reactants are: [F:1][C:2]1[CH:10]=[CH:9][C:5]([C:6]([OH:8])=[O:7])=[C:4](Br)[CH:3]=1.[CH3:12][S:13]([O-])(=[O:15])=[O:14].[Na+].[OH-].[Na+]. (2) Given the product [CH:1]1([O:7][C:8](=[O:19])[C:9]([CH3:17])([CH3:18])[C:10]([OH:12])=[O:11])[CH2:2][CH2:3][CH2:4][CH2:5][CH2:6]1, predict the reactants needed to synthesize it. The reactants are: [CH:1]1([O:7][C:8](=[O:19])[C:9]([CH3:18])([CH3:17])[C:10]([O:12]C(C)(C)C)=[O:11])[CH2:6][CH2:5][CH2:4][CH2:3][CH2:2]1.ClCCl.C(O)(C(F)(F)F)=O. (3) Given the product [NH:15]1[C:16]2[C:12](=[CH:11][C:10]([C:7]3[S:6][C:5]4=[N:4][CH:3]=[C:2]([C:27]5[CH:28]=[C:29]([C:34]([F:37])([F:36])[F:35])[C:30]([NH2:33])=[N:31][CH:32]=5)[N:9]4[N:8]=3)=[CH:18][CH:17]=2)[CH:13]=[CH:14]1, predict the reactants needed to synthesize it. The reactants are: I[C:2]1[N:9]2[C:5]([S:6][C:7]([C:10]3[CH:11]=[C:12]4[C:16](=[CH:17][CH:18]=3)[NH:15][CH:14]=[CH:13]4)=[N:8]2)=[N:4][CH:3]=1.CC1(C)C(C)(C)OB([C:27]2[CH:28]=[C:29]([C:34]([F:37])([F:36])[F:35])[C:30]([NH2:33])=[N:31][CH:32]=2)O1.C([O-])([O-])=O.[Na+].[Na+]. (4) Given the product [Cl:4][C:5]1[CH:6]=[CH:7][C:8]([N:26]([CH2:27][C:28]2[CH:33]=[CH:32][C:31]([O:34][CH3:35])=[CH:30][C:29]=2[O:36][CH3:37])[C:51](=[O:52])/[CH:50]=[CH:44]/[C:45]([O:47][CH2:48][CH3:49])=[O:46])=[C:9]([CH:11]([OH:12])[C:13]2[CH:18]=[CH:17][CH:16]=[C:15]([O:19][C:20]([F:22])([F:21])[F:23])[C:14]=2[O:24][CH3:25])[CH:10]=1, predict the reactants needed to synthesize it. The reactants are: ClCCl.[Cl:4][C:5]1[CH:6]=[CH:7][C:8]([NH:26][CH2:27][C:28]2[CH:33]=[CH:32][C:31]([O:34][CH3:35])=[CH:30][C:29]=2[O:36][CH3:37])=[C:9]([CH:11]([C:13]2[CH:18]=[CH:17][CH:16]=[C:15]([O:19][C:20]([F:23])([F:22])[F:21])[C:14]=2[O:24][CH3:25])[OH:12])[CH:10]=1.C(=O)([O-])O.[Na+].Cl/[C:44](=[CH:50]\[C:51](OCC)=[O:52])/[C:45]([O:47][CH2:48][CH3:49])=[O:46]. (5) Given the product [CH3:23][N:24]([CH2:25][C@H:26]1[CH2:30][CH2:29][CH2:28][O:27]1)[C:18]([C:12]1[S:13][C:14]2[CH2:15][CH2:16][O:17][C:8]3[CH:7]=[C:6]([C:4]4[CH:3]=[N:2][NH:1][CH:5]=4)[CH:22]=[CH:21][C:9]=3[C:10]=2[N:11]=1)=[O:19], predict the reactants needed to synthesize it. The reactants are: [NH:1]1[CH:5]=[C:4]([C:6]2[CH:22]=[CH:21][C:9]3[C:10]4[N:11]=[C:12]([C:18](O)=[O:19])[S:13][C:14]=4[CH2:15][CH2:16][O:17][C:8]=3[CH:7]=2)[CH:3]=[N:2]1.[CH3:23][NH:24][CH2:25][C@H:26]1[CH2:30][CH2:29][CH2:28][O:27]1. (6) Given the product [Cl:1][C:2]1[CH:10]=[C:9]2[C:5]([C:6]([C:11]([NH2:17])=[O:13])=[N:7][NH:8]2)=[CH:4][CH:3]=1, predict the reactants needed to synthesize it. The reactants are: [Cl:1][C:2]1[CH:10]=[C:9]2[C:5]([C:6]([C:11]([OH:13])=O)=[N:7][NH:8]2)=[CH:4][CH:3]=1.[NH4+].[Cl-].C[N:17](C(ON1N=NC2C=CC=CC1=2)=[N+](C)C)C.F[P-](F)(F)(F)(F)F.CCN(C(C)C)C(C)C. (7) Given the product [CH2:19]([O:21][C:22]1[CH:23]=[C:24]([CH:27]=[C:28]([O:35][CH2:36][CH3:37])[C:29]=1[N:30]1[CH:34]=[CH:33][CH:32]=[CH:31]1)[CH2:25][N:1]1[CH2:2][CH2:3][CH:4]([NH:7][C:8]2[O:9][C:10]3[C:11]([CH2:17][OH:18])=[N:12][CH:13]=[CH:14][C:15]=3[N:16]=2)[CH2:5][CH2:6]1)[CH3:20], predict the reactants needed to synthesize it. The reactants are: [NH:1]1[CH2:6][CH2:5][CH:4]([NH:7][C:8]2[O:9][C:10]3[C:11]([CH2:17][OH:18])=[N:12][CH:13]=[CH:14][C:15]=3[N:16]=2)[CH2:3][CH2:2]1.[CH2:19]([O:21][C:22]1[CH:23]=[C:24]([CH:27]=[C:28]([O:35][CH2:36][CH3:37])[C:29]=1[N:30]1[CH:34]=[CH:33][CH:32]=[CH:31]1)[CH:25]=O)[CH3:20].C([BH3-])#N.[Na+].C(N(C(C)C)C(C)C)C. (8) Given the product [CH2:27]([N:31]([CH2:32][CH3:33])[C:2]1[N:3]=[CH:4][C:5]([NH:8][C:9](=[O:26])[CH:10]([NH:14][C:15](=[O:25])[CH2:16][C:17]2[CH:22]=[C:21]([F:23])[CH:20]=[C:19]([F:24])[CH:18]=2)[CH2:11][CH2:12][CH3:13])=[N:6][CH:7]=1)[CH2:28][CH2:29][CH3:30], predict the reactants needed to synthesize it. The reactants are: Br[C:2]1[N:3]=[CH:4][C:5]([NH:8][C:9](=[O:26])[CH:10]([NH:14][C:15](=[O:25])[CH2:16][C:17]2[CH:22]=[C:21]([F:23])[CH:20]=[C:19]([F:24])[CH:18]=2)[CH2:11][CH2:12][CH3:13])=[N:6][CH:7]=1.[CH2:27]([NH:31][CH2:32][CH3:33])[CH2:28][CH2:29][CH3:30]. (9) Given the product [C:36]([O:35][C:33]([NH:1][C:2]1[S:6][N:5]=[C:4](/[C:7](=[N:11]/[O:12][C:13]([CH3:22])([CH3:21])[C:14]([O:16][C:17]([CH3:20])([CH3:19])[CH3:18])=[O:15])/[C:8]([OH:10])=[O:9])[N:3]=1)=[O:34])([CH3:39])([CH3:38])[CH3:37], predict the reactants needed to synthesize it. The reactants are: [NH2:1][C:2]1[S:6][N:5]=[C:4](/[C:7](=[N:11]/[O:12][C:13]([CH3:22])([CH3:21])[C:14]([O:16][C:17]([CH3:20])([CH3:19])[CH3:18])=[O:15])/[C:8]([OH:10])=[O:9])[N:3]=1.C[Si]([N-][Si](C)(C)C)(C)C.[Na+].[C:33](O[C:33]([O:35][C:36]([CH3:39])([CH3:38])[CH3:37])=[O:34])([O:35][C:36]([CH3:39])([CH3:38])[CH3:37])=[O:34].C(OCC)(=O)C.